Dataset: Full USPTO retrosynthesis dataset with 1.9M reactions from patents (1976-2016). Task: Predict the reactants needed to synthesize the given product. (1) Given the product [Cl:1][C:2]1[CH:10]=[C:9]2[C:5]([CH:6]=[CH:7][N:8]2[C:12]2[CH:17]=[CH:16][C:15]([C:18]([F:21])([F:20])[F:19])=[CH:14][CH:13]=2)=[CH:4][CH:3]=1, predict the reactants needed to synthesize it. The reactants are: [Cl:1][C:2]1[CH:10]=[C:9]2[C:5]([CH:6]=[CH:7][NH:8]2)=[CH:4][CH:3]=1.I[C:12]1[CH:17]=[CH:16][C:15]([C:18]([F:21])([F:20])[F:19])=[CH:14][CH:13]=1. (2) Given the product [Cl:8][C:3]1[CH:4]=[CH:5][CH:6]=[CH:7][C:2]=1[C:15]1([OH:14])[CH2:16][CH2:17][N:18]([C:21]([O:23][C:24]([CH3:26])([CH3:25])[CH3:27])=[O:22])[CH2:19][CH2:20]1, predict the reactants needed to synthesize it. The reactants are: Br[C:2]1[CH:7]=[CH:6][CH:5]=[CH:4][C:3]=1[Cl:8].C([Mg]Br)(C)C.[O:14]=[C:15]1[CH2:20][CH2:19][N:18]([C:21]([O:23][C:24]([CH3:27])([CH3:26])[CH3:25])=[O:22])[CH2:17][CH2:16]1.[Cl-].[NH4+]. (3) The reactants are: C(O)(C(F)(F)F)=O.[Cl:8][C:9]1[CH:14]=[CH:13][C:12](/[CH:15]=[CH:16]/[C:17]([N:19]2[CH2:24][CH2:23][N:22]([CH2:25][C:26]([O:28]C(C)(C)C)=[O:27])[CH2:21][C@H:20]2[CH3:33])=[O:18])=[C:11]([CH2:34][N:35]2[N:39]=[N:38][C:37]([CH3:40])=[N:36]2)[CH:10]=1. Given the product [Cl:8][C:9]1[CH:14]=[CH:13][C:12](/[CH:15]=[CH:16]/[C:17]([N:19]2[CH2:24][CH2:23][N:22]([CH2:25][C:26]([OH:28])=[O:27])[CH2:21][C@H:20]2[CH3:33])=[O:18])=[C:11]([CH2:34][N:35]2[N:39]=[N:38][C:37]([CH3:40])=[N:36]2)[CH:10]=1, predict the reactants needed to synthesize it. (4) The reactants are: [Br:1][C:2]1[CH:20]=[CH:19][C:5]2[NH:6][C:7](=O)[CH:8]([CH3:17])[N:9]=[C:10]([C:11]3[CH:16]=[CH:15][CH:14]=[CH:13][CH:12]=3)[C:4]=2[CH:3]=1.[H-].[Na+].P(Cl)(OCC)(OCC)=O.[N+:32]([CH2:34][C:35]([O:37][CH2:38][CH3:39])=[O:36])#[C-:33].[H-].[Na+].C1COCC1. Given the product [CH2:38]([O:37][C:35]([C:34]1[N:32]=[CH:33][N:6]2[C:7]=1[CH:8]([CH3:17])[N:9]=[C:10]([C:11]1[CH:16]=[CH:15][CH:14]=[CH:13][CH:12]=1)[C:4]1[CH:3]=[C:2]([Br:1])[CH:20]=[CH:19][C:5]2=1)=[O:36])[CH3:39], predict the reactants needed to synthesize it. (5) Given the product [O:20]1[C:24]2[CH:25]=[CH:26][CH:27]=[CH:28][C:23]=2[C:22]([NH:29][C:30]([N:32]2[CH2:37][CH2:36][N:35]([C:2]3[S:6][N:5]=[C:4]([C:7]4[CH:12]=[CH:11][CH:10]=[CH:9][CH:8]=4)[N:3]=3)[CH2:34][CH2:33]2)=[O:31])=[N:21]1, predict the reactants needed to synthesize it. The reactants are: Cl[C:2]1[S:6][N:5]=[C:4]([C:7]2[CH:12]=[CH:11][CH:10]=[CH:9][CH:8]=2)[N:3]=1.FC(F)(F)C(O)=O.[O:20]1[C:24]2[CH:25]=[CH:26][CH:27]=[CH:28][C:23]=2[C:22]([NH:29][C:30]([N:32]2[CH2:37][CH2:36][NH:35][CH2:34][CH2:33]2)=[O:31])=[N:21]1.C(N(CC)CC)C.O.